From a dataset of Reaction yield outcomes from USPTO patents with 853,638 reactions. Predict the reaction yield, written as a fraction of the theoretical maximum amount of product (1.0 means a 100% yield; for example, 0.34 means a 34% yield). The reactants are [Na].N.[Si:3]([O:10][CH2:11][C@H:12]1[CH2:16][N:15]([C@@H](C2C=CC=CC=2)C)[C:14](=[O:25])[CH2:13]1)([C:6]([CH3:9])([CH3:8])[CH3:7])([CH3:5])[CH3:4].[Cl-].[NH4+]. The catalyst is O1CCCC1.C(O)(C)(C)C. The product is [Si:3]([O:10][CH2:11][C@H:12]1[CH2:16][NH:15][C:14](=[O:25])[CH2:13]1)([C:6]([CH3:9])([CH3:8])[CH3:7])([CH3:5])[CH3:4]. The yield is 1.00.